This data is from Forward reaction prediction with 1.9M reactions from USPTO patents (1976-2016). The task is: Predict the product of the given reaction. (1) Given the reactants [N:1]1[CH:6]=[CH:5][C:4]([CH3:7])=[CH:3][CH:2]=1.C([N-][CH:12]([CH3:14])[CH3:13])(C)C.[Li+].C1(Br)CC1.[Cl-].[NH4+], predict the reaction product. The product is: [CH:12]1([CH2:7][C:4]2[CH:5]=[CH:6][N:1]=[CH:2][CH:3]=2)[CH2:14][CH2:13]1. (2) Given the reactants [CH:1]1([Na:6])[CH:5]=[CH:4][CH:3]=[CH:2]1.[C:7](=O)([O:10]C)[O:8]C.O1CCC[CH2:14]1, predict the reaction product. The product is: [CH3:14][C:2]1[C:1]([C:7]([OH:10])=[O:8])([Na:6])[CH:5]=[CH:4][CH:3]=1. (3) The product is: [CH3:15][O:16][C:17]1[CH:18]=[C:19]([C:24]([C@@H:26]2[C@:35]3([CH3:36])[C@H:30]([C:31]([CH3:38])([CH3:37])[CH2:32][CH2:33][CH2:34]3)[CH2:29][C@@H:28]([NH:48][CH2:47][C:46]3[CH:49]=[CH:50][C:43]([O:42][CH3:41])=[CH:44][CH:45]=3)[C@H:27]2[CH3:40])=[O:25])[CH:20]=[C:21]([CH3:23])[CH:22]=1. Given the reactants C(O[BH-](OC(=O)C)OC(=O)C)(=O)C.[Na+].[CH3:15][O:16][C:17]1[CH:18]=[C:19]([C:24]([C@@H:26]2[C@:35]3([CH3:36])[C@H:30]([C:31]([CH3:38])([CH3:37])[CH2:32][CH2:33][CH2:34]3)[CH2:29][C:28](=O)[C@H:27]2[CH3:40])=[O:25])[CH:20]=[C:21]([CH3:23])[CH:22]=1.[CH3:41][O:42][C:43]1[CH:50]=[CH:49][C:46]([CH2:47][NH2:48])=[CH:45][CH:44]=1.C(O)(=O)C, predict the reaction product. (4) Given the reactants [C:1]1([CH:7]([C:29]2[CH:34]=[CH:33][CH:32]=[CH:31][CH:30]=2)[N:8]2[C:16]3[C:11](=[CH:12][CH:13]=[CH:14][CH:15]=3)[CH:10]([C:17]3[C:26]([OH:27])=[CH:25][C:20]4[O:21][CH2:22][CH2:23][O:24][C:19]=4[CH:18]=3)[C:9]2=[O:28])[CH:6]=[CH:5][CH:4]=[CH:3][CH:2]=1.[C:35]1(C(C2C=CC=CC=2)N2C3C(=CC=CC=3)C(C3C=C(C)C(OC)=CC=3O)C2=O)C=CC=CC=1, predict the reaction product. The product is: [C:29]1([CH:7]([C:1]2[CH:2]=[CH:3][CH:4]=[CH:5][CH:6]=2)[N:8]2[C:16]3[C:11](=[CH:12][CH:13]=[CH:14][CH:15]=3)[C:10]3([C:17]4[C:26](=[CH:25][C:20]5[O:21][CH2:22][CH2:23][O:24][C:19]=5[CH:18]=4)[O:27][CH2:35]3)[C:9]2=[O:28])[CH:30]=[CH:31][CH:32]=[CH:33][CH:34]=1. (5) Given the reactants [CH3:1][C:2]1[C:7]2[NH:8]C(=O)O[C:11](=[O:12])[C:6]=2[CH:5]=[C:4]([C:14]#[N:15])[CH:3]=1.Cl.[C:17]1([NH2:23])([CH:20]2[CH2:22][CH2:21]2)[CH2:19][CH2:18]1.C(N(CC)CC)C, predict the reaction product. The product is: [NH2:8][C:7]1[C:2]([CH3:1])=[CH:3][C:4]([C:14]#[N:15])=[CH:5][C:6]=1[C:11]([NH:23][C:17]1([CH:20]2[CH2:22][CH2:21]2)[CH2:19][CH2:18]1)=[O:12].